Predict the reaction yield, written as a fraction of the theoretical maximum amount of product (1.0 means a 100% yield; for example, 0.34 means a 34% yield). From a dataset of Reaction yield outcomes from USPTO patents with 853,638 reactions. The reactants are [CH3:1][C:2]([NH:7][CH2:8][CH:9]1[CH2:14][CH2:13][O:12][CH2:11][CH2:10]1)([CH3:6])[C:3]([OH:5])=[O:4].[CH2:15]=O.[H][H]. The catalyst is CCO.[OH-].[OH-].[Pd+2]. The product is [CH3:6][C:2]([N:7]([CH3:15])[CH2:8][CH:9]1[CH2:14][CH2:13][O:12][CH2:11][CH2:10]1)([CH3:1])[C:3]([OH:5])=[O:4]. The yield is 0.840.